Regression. Given two drug SMILES strings and cell line genomic features, predict the synergy score measuring deviation from expected non-interaction effect. From a dataset of NCI-60 drug combinations with 297,098 pairs across 59 cell lines. (1) Drug 1: C1=CC(=C2C(=C1NCCNCCO)C(=O)C3=C(C=CC(=C3C2=O)O)O)NCCNCCO. Drug 2: CC1C(C(CC(O1)OC2CC(CC3=C2C(=C4C(=C3O)C(=O)C5=C(C4=O)C(=CC=C5)OC)O)(C(=O)C)O)N)O.Cl. Cell line: HS 578T. Synergy scores: CSS=43.2, Synergy_ZIP=3.99, Synergy_Bliss=5.37, Synergy_Loewe=3.61, Synergy_HSA=8.96. (2) Drug 1: C1CN(CCN1C(=O)CCBr)C(=O)CCBr. Drug 2: CC1C(C(CC(O1)OC2CC(CC3=C2C(=C4C(=C3O)C(=O)C5=C(C4=O)C(=CC=C5)OC)O)(C(=O)CO)O)N)O.Cl. Cell line: HCT116. Synergy scores: CSS=36.4, Synergy_ZIP=-6.14, Synergy_Bliss=-6.65, Synergy_Loewe=-3.23, Synergy_HSA=-2.43.